From a dataset of Catalyst prediction with 721,799 reactions and 888 catalyst types from USPTO. Predict which catalyst facilitates the given reaction. (1) Reactant: [H-].[Na+].[N+:3]([C:6]1[N:7]=[C:8]2[N:13]([CH:14]=1)[CH2:12][C@H:11]([OH:15])[CH2:10][O:9]2)([O-:5])=[O:4].Br[CH2:17][C:18]1[CH:23]=[CH:22][C:21]([S:24][C:25]([F:28])([F:27])[F:26])=[CH:20][CH:19]=1. Product: [N+:3]([C:6]1[N:7]=[C:8]2[N:13]([CH:14]=1)[CH2:12][C@H:11]([O:15][CH2:17][C:18]1[CH:23]=[CH:22][C:21]([S:24][C:25]([F:28])([F:26])[F:27])=[CH:20][CH:19]=1)[CH2:10][O:9]2)([O-:5])=[O:4]. The catalyst class is: 639. (2) Product: [CH2:1]([C@:8]1([C:14]([NH:16][CH2:17][C:18]2[CH:19]=[C:20]([O:26][CH3:27])[CH:21]=[C:22]([O:24][CH3:25])[CH:23]=2)=[O:15])[O:28][C:33](=[O:34])[N:32]([CH:29]([CH3:31])[CH3:30])[C:9]1=[O:10])[C:2]1[CH:7]=[CH:6][CH:5]=[CH:4][CH:3]=1. The catalyst class is: 1. Reactant: [CH2:1]([C@@:8]([OH:28])([C:14]([NH:16][CH2:17][C:18]1[CH:23]=[C:22]([O:24][CH3:25])[CH:21]=[C:20]([O:26][CH3:27])[CH:19]=1)=[O:15])[C:9](OCC)=[O:10])[C:2]1[CH:7]=[CH:6][CH:5]=[CH:4][CH:3]=1.[CH:29]([N:32]=[C:33]=[O:34])([CH3:31])[CH3:30].[OH-].[Na+]. (3) Reactant: [C:1]([OH:12])(=[O:11])[CH2:2][CH2:3][CH2:4][CH2:5][CH2:6][CH2:7][C:8]([OH:10])=[O:9].C(N(C(C)C)CCC(C1C=C(COC(=O)CCC=C)C=CC=1OC(=O)CCC=C)C1C=CC=CC=1)(C)C. Product: [C:1]([OH:12])(=[O:11])[CH2:2][CH2:3][CH:4]=[CH:5][CH2:6][CH2:7][C:8]([OH:10])=[O:9]. The catalyst class is: 4. (4) Reactant: [CH2:1]([N:4]([CH2:19][CH2:20][CH3:21])[C:5]1[N:14]([CH3:15])[C:13](=[O:16])[C:12]2[C:7](=[CH:8][CH:9]=[CH:10][C:11]=2[O:17]C)[N:6]=1)[CH2:2][CH3:3].[B-](Br)(Br)(Br)[S+](C)C. Product: [CH2:19]([N:4]([CH2:1][CH2:2][CH3:3])[C:5]1[N:14]([CH3:15])[C:13](=[O:16])[C:12]2[C:7](=[CH:8][CH:9]=[CH:10][C:11]=2[OH:17])[N:6]=1)[CH2:20][CH3:21]. The catalyst class is: 68. (5) Reactant: Cl[C:2]([O:4][C:5]1[CH:10]=[CH:9][CH:8]=[CH:7][CH:6]=1)=[O:3].[CH3:11][C:12]1[N:13]=[C:14]([NH2:18])[S:15][C:16]=1[CH3:17].N1C=CC=CC=1.O. Product: [C:5]1([O:4][C:2](=[O:3])[NH:18][C:14]2[S:15][C:16]([CH3:17])=[C:12]([CH3:11])[N:13]=2)[CH:10]=[CH:9][CH:8]=[CH:7][CH:6]=1. The catalyst class is: 2. (6) Reactant: [Cl:1][C:2]1[N:7]=[CH:6][C:5]([C:8]2[C:9](=[O:22])[NH:10][C:11](=[O:21])[N:12]([CH2:14][CH2:15][CH:16](OC)[O:17]C)[CH:13]=2)=[CH:4][CH:3]=1. Product: [Cl:1][C:2]1[N:7]=[CH:6][C:5]([C:8]2[C:9](=[O:22])[NH:10][C:11](=[O:21])[N:12]([CH2:14][CH2:15][CH:16]=[O:17])[CH:13]=2)=[CH:4][CH:3]=1. The catalyst class is: 1. (7) Reactant: [CH2:1]([C:3]1[S:4][C:5]([CH2:9]O)=[C:6]([CH3:8])[N:7]=1)[CH3:2].P(Br)(Br)[Br:12].C(=O)(O)[O-].[Na+]. Product: [Br:12][CH2:9][C:5]1[S:4][C:3]([CH2:1][CH3:2])=[N:7][C:6]=1[CH3:8]. The catalyst class is: 22.